Predict the product of the given reaction. From a dataset of Forward reaction prediction with 1.9M reactions from USPTO patents (1976-2016). (1) Given the reactants [C:1]([S:4][CH2:5][CH2:6][CH2:7][CH2:8][C:9]1[CH:10]=[C:11]2[C:17]3([CH2:21][CH2:20][N:19]([C:22]([O:24][C:25]([CH3:28])([CH3:27])[CH3:26])=[O:23])[CH2:18]3)[CH2:16][N:15]([C:29]([O:31][CH2:32][CH2:33][Si:34]([CH3:37])([CH3:36])[CH3:35])=[O:30])[C:12]2=[CH:13][CH:14]=1)(=O)C.[OH-].[Na+].IC.O, predict the reaction product. The product is: [CH3:1][S:4][CH2:5][CH2:6][CH2:7][CH2:8][C:9]1[CH:10]=[C:11]2[C:17]3([CH2:21][CH2:20][N:19]([C:22]([O:24][C:25]([CH3:28])([CH3:27])[CH3:26])=[O:23])[CH2:18]3)[CH2:16][N:15]([C:29]([O:31][CH2:32][CH2:33][Si:34]([CH3:37])([CH3:36])[CH3:35])=[O:30])[C:12]2=[CH:13][CH:14]=1. (2) Given the reactants C([O:8][C:9]1[N:14]=[C:13]2[N:15]([CH:18]3[CH2:23][CH2:22][CH2:21][CH2:20][C:19]3=[O:24])[CH:16]=[N:17][C:12]2=[CH:11][CH:10]=1)C1C=CC=CC=1, predict the reaction product. The product is: [OH:8][C:9]1[N:14]=[C:13]2[N:15]([CH:18]3[CH2:23][CH2:22][CH2:21][CH2:20][C:19]3=[O:24])[CH:16]=[N:17][C:12]2=[CH:11][CH:10]=1.